Dataset: NCI-60 drug combinations with 297,098 pairs across 59 cell lines. Task: Regression. Given two drug SMILES strings and cell line genomic features, predict the synergy score measuring deviation from expected non-interaction effect. (1) Drug 1: COC1=C2C(=CC3=C1OC=C3)C=CC(=O)O2. Drug 2: CC12CCC3C(C1CCC2OP(=O)(O)O)CCC4=C3C=CC(=C4)OC(=O)N(CCCl)CCCl.[Na+]. Cell line: NCI/ADR-RES. Synergy scores: CSS=-8.89, Synergy_ZIP=1.42, Synergy_Bliss=-6.59, Synergy_Loewe=-11.0, Synergy_HSA=-10.9. (2) Drug 1: CC(C)NC(=O)C1=CC=C(C=C1)CNNC.Cl. Drug 2: N.N.Cl[Pt+2]Cl. Cell line: NCI-H522. Synergy scores: CSS=71.3, Synergy_ZIP=-0.354, Synergy_Bliss=0.497, Synergy_Loewe=-8.53, Synergy_HSA=3.96. (3) Drug 1: CCC1(CC2CC(C3=C(CCN(C2)C1)C4=CC=CC=C4N3)(C5=C(C=C6C(=C5)C78CCN9C7C(C=CC9)(C(C(C8N6C=O)(C(=O)OC)O)OC(=O)C)CC)OC)C(=O)OC)O.OS(=O)(=O)O. Drug 2: COCCOC1=C(C=C2C(=C1)C(=NC=N2)NC3=CC=CC(=C3)C#C)OCCOC.Cl. Cell line: EKVX. Synergy scores: CSS=11.8, Synergy_ZIP=-6.14, Synergy_Bliss=-4.46, Synergy_Loewe=0.269, Synergy_HSA=0.566. (4) Drug 1: CC1C(C(CC(O1)OC2CC(CC3=C2C(=C4C(=C3O)C(=O)C5=C(C4=O)C(=CC=C5)OC)O)(C(=O)CO)O)N)O.Cl. Drug 2: CC1CCCC2(C(O2)CC(NC(=O)CC(C(C(=O)C(C1O)C)(C)C)O)C(=CC3=CSC(=N3)C)C)C. Cell line: SN12C. Synergy scores: CSS=35.7, Synergy_ZIP=-0.947, Synergy_Bliss=-2.57, Synergy_Loewe=-4.87, Synergy_HSA=-0.0290. (5) Drug 1: CCC1(CC2CC(C3=C(CCN(C2)C1)C4=CC=CC=C4N3)(C5=C(C=C6C(=C5)C78CCN9C7C(C=CC9)(C(C(C8N6C)(C(=O)OC)O)OC(=O)C)CC)OC)C(=O)OC)O.OS(=O)(=O)O. Drug 2: CCC1=C2CN3C(=CC4=C(C3=O)COC(=O)C4(CC)O)C2=NC5=C1C=C(C=C5)O. Cell line: HCT-15. Synergy scores: CSS=8.94, Synergy_ZIP=-3.35, Synergy_Bliss=4.88, Synergy_Loewe=-14.7, Synergy_HSA=1.63.